Dataset: Reaction yield outcomes from USPTO patents with 853,638 reactions. Task: Predict the reaction yield, written as a fraction of the theoretical maximum amount of product (1.0 means a 100% yield; for example, 0.34 means a 34% yield). (1) The catalyst is FC(F)(F)C(O)=O. The reactants are [F:1][C:2]1[CH:3]=[C:4]([NH:9][C:10]2[CH:22]=[CH:21][C:20]([CH3:23])=[CH:19][C:11]=2[C:12]([O:14]C(C)(C)C)=[O:13])[CH:5]=[N:6][C:7]=1[F:8]. The product is [F:1][C:2]1[CH:3]=[C:4]([NH:9][C:10]2[CH:22]=[CH:21][C:20]([CH3:23])=[CH:19][C:11]=2[C:12]([OH:14])=[O:13])[CH:5]=[N:6][C:7]=1[F:8]. The yield is 0.150. (2) The yield is 0.849. The reactants are [C:1]([O:5][C:6](=[O:19])[NH:7][CH2:8][C:9]([N:11]1[CH2:15][CH2:14][CH2:13][C@H:12]1[C:16](=O)[NH2:17])=[O:10])([CH3:4])([CH3:3])[CH3:2].N1C=CN=C1.P(Cl)(Cl)(Cl)=O. The product is [C:1]([O:5][C:6](=[O:19])[NH:7][CH2:8][C:9]([N:11]1[CH2:15][CH2:14][CH2:13][C@H:12]1[C:16]#[N:17])=[O:10])([CH3:4])([CH3:2])[CH3:3]. The catalyst is N1C=CC=CC=1. (3) The reactants are [OH:1][C:2]1[CH:11]=[C:10]2[C:5]([CH:6]=[CH:7][C:8]([C:12]([O:14][CH3:15])=[O:13])=[CH:9]2)=[CH:4][CH:3]=1.N1C=CC=CC=1.[F:22][C:23]([F:36])([F:35])[S:24](O[S:24]([C:23]([F:36])([F:35])[F:22])(=[O:26])=[O:25])(=[O:26])=[O:25]. The catalyst is C(Cl)Cl. The product is [F:22][C:23]([F:36])([F:35])[S:24]([O:1][C:2]1[CH:11]=[C:10]2[C:5]([CH:6]=[CH:7][C:8]([C:12]([O:14][CH3:15])=[O:13])=[CH:9]2)=[CH:4][CH:3]=1)(=[O:26])=[O:25]. The yield is 0.460. (4) The reactants are C(OC([N:8]1[CH2:13][CH2:12][CH:11]([C:14](=[O:26])[C:15]2[CH:20]=[CH:19][CH:18]=[CH:17][C:16]=2[O:21][C:22]([F:25])([F:24])[F:23])[CH2:10][CH2:9]1)=O)(C)(C)C.Cl. The catalyst is ClCCl.O1CCOCC1. The product is [NH:8]1[CH2:13][CH2:12][CH:11]([C:14]([C:15]2[CH:20]=[CH:19][CH:18]=[CH:17][C:16]=2[O:21][C:22]([F:23])([F:24])[F:25])=[O:26])[CH2:10][CH2:9]1. The yield is 0.880. (5) The catalyst is C1COCC1. The product is [CH3:22][O:1][C@@H:2]1[CH2:10][C:9]2[C:4](=[CH:5][CH:6]=[CH:7][CH:8]=2)[C@H:3]1[N:11]1[C:12](=[O:21])[C:13]2[C:18](=[CH:17][CH:16]=[CH:15][CH:14]=2)[C:19]1=[O:20]. The reactants are [OH:1][C@@H:2]1[CH2:10][C:9]2[C:4](=[CH:5][CH:6]=[CH:7][CH:8]=2)[C@H:3]1[N:11]1[C:19](=[O:20])[C:18]2[C:13](=[CH:14][CH:15]=[CH:16][CH:17]=2)[C:12]1=[O:21].[CH3:22][Si](C)(C)[N-][Si](C)(C)C.[Li+].CI. The yield is 0.460. (6) The reactants are [C:1]([NH2:5])(=[O:4])[CH:2]=[CH2:3].[F:6][C:7]1[CH:12]=[CH:11][C:10]([C:13]([F:16])([F:15])[F:14])=[CH:9][C:8]=1[NH:17][C:18]([NH:20][C:21]1[CH:26]=[CH:25][CH:24]=[C:23](I)[CH:22]=1)=[O:19]. The catalyst is C([O-])(=O)C.[Pd+2].C([O-])(=O)C. The product is [F:6][C:7]1[CH:12]=[CH:11][C:10]([C:13]([F:16])([F:15])[F:14])=[CH:9][C:8]=1[NH:17][C:18]([NH:20][C:21]1[CH:22]=[C:23](/[CH:3]=[CH:2]/[C:1]([NH2:5])=[O:4])[CH:24]=[CH:25][CH:26]=1)=[O:19]. The yield is 0.260.